This data is from Forward reaction prediction with 1.9M reactions from USPTO patents (1976-2016). The task is: Predict the product of the given reaction. Given the reactants [CH3:1][O:2][C:3](=[O:20])[C:4](=[N:12][NH:13][C:14]1[CH:19]=[CH:18][CH:17]=[CH:16][CH:15]=1)[C:5](=[O:11])[CH2:6][C:7](OC)=[O:8], predict the reaction product. The product is: [CH3:1][O:2][C:3]([C:4]1[C:5]([OH:11])=[CH:6][C:7](=[O:8])[N:13]([C:14]2[CH:19]=[CH:18][CH:17]=[CH:16][CH:15]=2)[N:12]=1)=[O:20].